From a dataset of Catalyst prediction with 721,799 reactions and 888 catalyst types from USPTO. Predict which catalyst facilitates the given reaction. (1) Reactant: [Cl:1]/[CH:2]=[C:3]1/[C:4](=[O:12])[C:5]2[CH:11]=[CH:10][S:9][C:6]=2[S:7][CH2:8]/1. Product: [Cl:1]/[CH:2]=[C:3]1\[C:4](=[O:12])[C:5]2[CH:11]=[CH:10][S:9][C:6]=2[S:7][CH2:8]\1. The catalyst class is: 5. (2) Product: [Cl:15][C:12]1[CH:13]=[CH:14][C:9]([NH:8][C:6](=[O:7])[C:5]2[CH:22]=[CH:23][C:2]([N:30]3[CH2:31][CH2:32][N:27]([CH2:26][CH2:25][OH:24])[CH2:28][CH2:29]3)=[N:3][CH:4]=2)=[CH:10][C:11]=1[C:16]1[CH:21]=[CH:20][CH:19]=[CH:18][N:17]=1. The catalyst class is: 51. Reactant: Cl[C:2]1[CH:23]=[CH:22][C:5]([C:6]([NH:8][C:9]2[CH:14]=[CH:13][C:12]([Cl:15])=[C:11]([C:16]3[CH:21]=[CH:20][CH:19]=[CH:18][N:17]=3)[CH:10]=2)=[O:7])=[CH:4][N:3]=1.[OH:24][CH2:25][CH2:26][N:27]1[CH2:32][CH2:31][NH:30][CH2:29][CH2:28]1.